Dataset: Full USPTO retrosynthesis dataset with 1.9M reactions from patents (1976-2016). Task: Predict the reactants needed to synthesize the given product. Given the product [OH:11][CH2:10][C:6]1[S:7][C:8]([CH3:9])=[C:4]([CH2:3][C:1]#[N:2])[CH:5]=1, predict the reactants needed to synthesize it. The reactants are: [C:1]([CH2:3][C:4]1[CH:5]=[C:6]([C:10](O)=[O:11])[S:7][C:8]=1[CH3:9])#[N:2].